This data is from Forward reaction prediction with 1.9M reactions from USPTO patents (1976-2016). The task is: Predict the product of the given reaction. (1) Given the reactants [BH4-].[Na+].O[N:4]=[C:5]([C:27]1[C:36]2[C:31](=[CH:32][CH:33]=[C:34]([O:37][CH3:38])[CH:35]=2)[N:30]=[CH:29][C:28]=1[F:39])[CH2:6][CH2:7][CH:8]1[CH2:13][CH2:12][N:11]([CH2:14][CH2:15][S:16][C:17]2[S:18][CH:19]=[CH:20][CH:21]=2)[CH2:10][CH:9]1[CH2:22][C:23]([O:25][CH3:26])=[O:24], predict the reaction product. The product is: [NH2:4][CH:5]([C:27]1[C:36]2[C:31](=[CH:32][CH:33]=[C:34]([O:37][CH3:38])[CH:35]=2)[N:30]=[CH:29][C:28]=1[F:39])[CH2:6][CH2:7][CH:8]1[CH2:13][CH2:12][N:11]([CH2:14][CH2:15][S:16][C:17]2[S:18][CH:19]=[CH:20][CH:21]=2)[CH2:10][CH:9]1[CH2:22][C:23]([O:25][CH3:26])=[O:24]. (2) Given the reactants Cl[C:2]1[C:11]2=[N:12][N:13](CC3C=CC(OC)=CC=3)[CH:14]=[C:10]2[C:9]2[CH:8]=[CH:7][C:6]([O:24][CH3:25])=[CH:5][C:4]=2[N:3]=1.[NH:26]1[C:34]2[C:29](=[CH:30][C:31]([NH2:35])=[CH:32][CH:33]=2)[CH:28]=[N:27]1.Cl, predict the reaction product. The product is: [NH:26]1[C:34]2[C:29](=[CH:30][C:31]([NH:35][C:2]3[C:11]4=[N:12][NH:13][CH:14]=[C:10]4[C:9]4[CH:8]=[CH:7][C:6]([O:24][CH3:25])=[CH:5][C:4]=4[N:3]=3)=[CH:32][CH:33]=2)[CH:28]=[N:27]1. (3) Given the reactants [NH2:1][C:2]([C:4]1[CH:5]=[N:6][C:7]2[C:12]([C:13]=1[NH:14][C:15]1[CH:16]=[C:17]([CH:23]=[CH:24][CH:25]=1)[C:18]([O:20]CC)=[O:19])=[CH:11][CH:10]=[C:9](Br)[CH:8]=2)=[O:3].O.[CH3:28][O:29][C:30]1[CH:35]=[CH:34][N:33]=[CH:32][C:31]=1B(O)O.C(=O)([O-])[O-].[K+].[K+].[OH-].[Na+], predict the reaction product. The product is: [NH2:1][C:2]([C:4]1[CH:5]=[N:6][C:7]2[C:12]([C:13]=1[NH:14][C:15]1[CH:16]=[C:17]([CH:23]=[CH:24][CH:25]=1)[C:18]([OH:20])=[O:19])=[CH:11][CH:10]=[C:9]([C:31]1[CH:32]=[N:33][CH:34]=[CH:35][C:30]=1[O:29][CH3:28])[CH:8]=2)=[O:3]. (4) Given the reactants [NH2:1][C:2]1[CH:21]=[CH:20][C:5]([O:6][C:7]2[N:12]=[CH:11][N:10]=[C:9]([NH:13][C:14]3[CH:19]=[CH:18][CH:17]=[CH:16][CH:15]=3)[CH:8]=2)=[CH:4][CH:3]=1.[C:22]1([N:28]=[C:29]=[O:30])[CH:27]=[CH:26][CH:25]=[CH:24][CH:23]=1.O, predict the reaction product. The product is: [C:22]1([NH:28][C:29]([NH:1][C:2]2[CH:21]=[CH:20][C:5]([O:6][C:7]3[CH:8]=[C:9]([NH:13][C:14]4[CH:19]=[CH:18][CH:17]=[CH:16][CH:15]=4)[N:10]=[CH:11][N:12]=3)=[CH:4][CH:3]=2)=[O:30])[CH:27]=[CH:26][CH:25]=[CH:24][CH:23]=1. (5) Given the reactants [CH3:1][N:2]1[C:6]2[CH:7]=[CH:8][CH:9]=[CH:10][C:5]=2[N:4]=[C:3]1[CH:11]=O.[C:13]12([NH2:23])[CH2:22][CH:17]3[CH2:18][CH:19]([CH2:21][CH:15]([CH2:16]3)[CH2:14]1)[CH2:20]2, predict the reaction product. The product is: [C:13]12([NH:23][CH2:11][C:3]3[N:2]([CH3:1])[C:6]4[CH:7]=[CH:8][CH:9]=[CH:10][C:5]=4[N:4]=3)[CH2:20][CH:19]3[CH2:18][CH:17]([CH2:16][CH:15]([CH2:21]3)[CH2:14]1)[CH2:22]2. (6) Given the reactants [NH:1]1[CH:5]=[C:4]([C:6]2[CH:22]=[CH:21][C:9]3[C:10]4[N:11]=[C:12]([C:18]([OH:20])=O)[S:13][C:14]=4[CH2:15][CH2:16][O:17][C:8]=3[CH:7]=2)[CH:3]=[N:2]1.[CH3:23][O:24][CH2:25][C@H:26]1[CH2:31][CH2:30][CH2:29][NH:28][CH2:27]1, predict the reaction product. The product is: [CH3:23][O:24][CH2:25][C@@H:26]1[CH2:31][CH2:30][CH2:29][N:28]([C:18]([C:12]2[S:13][C:14]3[CH2:15][CH2:16][O:17][C:8]4[CH:7]=[C:6]([C:4]5[CH:3]=[N:2][NH:1][CH:5]=5)[CH:22]=[CH:21][C:9]=4[C:10]=3[N:11]=2)=[O:20])[CH2:27]1. (7) Given the reactants [CH:1]1([CH:4]([C:11]2[CH:16]=[C:15]([NH:17][CH2:18][C:19]3[CH:24]=[CH:23][C:22]([C:25]4[CH:30]=[C:29]([O:31][CH3:32])[CH:28]=[CH:27][C:26]=4[F:33])=[C:21]([O:34][CH2:35][CH:36]([CH3:38])[CH3:37])[N:20]=3)[N:14]=[CH:13][N:12]=2)[CH2:5][C:6]([O:8]CC)=[O:7])[CH2:3][CH2:2]1.[OH-].[Na+].Cl, predict the reaction product. The product is: [CH:1]1([CH:4]([C:11]2[CH:16]=[C:15]([NH:17][CH2:18][C:19]3[CH:24]=[CH:23][C:22]([C:25]4[CH:30]=[C:29]([O:31][CH3:32])[CH:28]=[CH:27][C:26]=4[F:33])=[C:21]([O:34][CH2:35][CH:36]([CH3:38])[CH3:37])[N:20]=3)[N:14]=[CH:13][N:12]=2)[CH2:5][C:6]([OH:8])=[O:7])[CH2:2][CH2:3]1. (8) Given the reactants [NH2:1][C:2]1[N:7]=[C:6]([C:8]2[O:9][CH:10]=[CH:11][CH:12]=2)[C:5]([C:13]#[N:14])=[C:4](S(C)=O)[N:3]=1.[CH3:18][C:19]1[CH:20]=[CH:21][C:22]([CH2:25][OH:26])=[N:23][CH:24]=1.C1CCN2C(=NCCC2)CC1, predict the reaction product. The product is: [NH2:1][C:2]1[N:7]=[C:6]([C:8]2[O:9][CH:10]=[CH:11][CH:12]=2)[C:5]([C:13]#[N:14])=[C:4]([O:26][CH2:25][C:22]2[CH:21]=[CH:20][C:19]([CH3:18])=[CH:24][N:23]=2)[N:3]=1. (9) Given the reactants [NH:1]1[CH2:6][CH2:5][CH2:4][C@@H:3]([N:7]2[CH:11]=[C:10]([O:12][C:13]3[N:14]=[C:15]([OH:23])[C:16]4[CH:22]=[CH:21][N:20]=[CH:19][C:17]=4[N:18]=3)[CH:9]=[N:8]2)[CH2:2]1.Cl[C:25]1[CH:30]=[CH:29][CH:28]=[CH:27][C:26]=1[S:31](C1C=CC=CC=1Cl)(=[O:33])=[O:32], predict the reaction product. The product is: [C:26]1([S:31]([N:1]2[CH2:6][CH2:5][CH2:4][C@@H:3]([N:7]3[CH:11]=[C:10]([O:12][C:13]4[N:14]=[C:15]([OH:23])[C:16]5[CH:22]=[CH:21][N:20]=[CH:19][C:17]=5[N:18]=4)[CH:9]=[N:8]3)[CH2:2]2)(=[O:33])=[O:32])[CH:27]=[CH:28][CH:29]=[CH:30][CH:25]=1.